From a dataset of Forward reaction prediction with 1.9M reactions from USPTO patents (1976-2016). Predict the product of the given reaction. (1) Given the reactants [Cl:1][C:2]1[CH:10]=[CH:9][C:5]([C:6](Cl)=[O:7])=[CH:4][N:3]=1.[NH2:11][C:12]1[C:13]([Cl:19])=[N:14][CH:15]=[N:16][C:17]=1[Cl:18], predict the reaction product. The product is: [Cl:1][C:2]1[N:3]=[CH:4][C:5]([C:6]([NH:11][C:12]2[C:13]([Cl:19])=[N:14][CH:15]=[N:16][C:17]=2[Cl:18])=[O:7])=[CH:9][CH:10]=1. (2) Given the reactants CC(C[AlH]CC(C)C)C.[Br:10][C:11]1[CH:12]=[C:13]2[C:17](=[CH:18][C:19]=1[F:20])[N:16]([CH2:21][C:22](OCC)=[O:23])[CH:15]=[CH:14]2.[C@H](O)(C([O-])=O)[C@@H](O)C([O-])=O.[Na+].[K+].CCOCC, predict the reaction product. The product is: [Br:10][C:11]1[CH:12]=[C:13]2[C:17](=[CH:18][C:19]=1[F:20])[N:16]([CH2:21][CH2:22][OH:23])[CH:15]=[CH:14]2. (3) Given the reactants [CH2:1]([C:3]1[N:7]([C:8]2[CH:13]=[CH:12][C:11]([F:14])=[CH:10][CH:9]=2)[N:6]=[CH:5][C:4]=1[NH2:15])[CH3:2].[Cl:16][C:17]1[C:18]([C:27]([F:30])([F:29])[F:28])=[N:19][N:20]([CH2:23][C:24](O)=[O:25])[C:21]=1[CH3:22].C(N(C(C)C)CC)(C)C.CN(C(ON1N=NC2C=CC=NC1=2)=[N+](C)C)C.F[P-](F)(F)(F)(F)F, predict the reaction product. The product is: [Cl:16][C:17]1[C:18]([C:27]([F:29])([F:28])[F:30])=[N:19][N:20]([CH2:23][C:24]([NH:15][C:4]2[CH:5]=[N:6][N:7]([C:8]3[CH:13]=[CH:12][C:11]([F:14])=[CH:10][CH:9]=3)[C:3]=2[CH2:1][CH3:2])=[O:25])[C:21]=1[CH3:22]. (4) Given the reactants [CH3:1][CH:2]([CH2:7][CH2:8][C:9](O)=O)[CH2:3][C:4](O)=O.[NH2:12][NH:13][C:14]([NH2:16])=[S:15].O.[OH-].[Na+], predict the reaction product. The product is: [CH3:1][CH:2]([CH2:7][CH2:8][C:9]1[S:15][C:14]([NH2:16])=[N:13][N:12]=1)[CH2:3][C:4]1[S:15][C:14]([NH2:16])=[N:13][N:12]=1.